This data is from Full USPTO retrosynthesis dataset with 1.9M reactions from patents (1976-2016). The task is: Predict the reactants needed to synthesize the given product. (1) Given the product [F:9][C:6]([F:7])([F:8])[CH:5]([C:10]1[CH:15]=[CH:14][N:13]2[CH:18]=[C:19]([CH3:20])[N:16]=[C:12]2[CH:11]=1)[OH:4], predict the reactants needed to synthesize it. The reactants are: C([O:4][CH:5]([C:10]1[CH:15]=[CH:14][N:13]=[C:12]([NH2:16])[CH:11]=1)[C:6]([F:9])([F:8])[F:7])(=O)C.Br[CH2:18][C:19](=O)[CH3:20].C(=O)(O)[O-].[Na+].C(=O)([O-])[O-].[K+].[K+].[Cl-].[NH4+]. (2) The reactants are: [F:1][C:2]1[CH:9]=[CH:8][C:5]([CH:6]=O)=[CH:4][CH:3]=1.ClC1C=CC(C[CH:16]2[C:21](=[O:22])[O:20][C:19]([CH3:24])([CH3:23])[O:18][C:17]2=[O:25])=CC=1.ClC1C=CC(CC(C(O)=O)C(O)=O)=CC=1. Given the product [F:1][C:2]1[CH:9]=[CH:8][C:5]([CH2:6][CH:16]2[C:21](=[O:22])[O:20][C:19]([CH3:24])([CH3:23])[O:18][C:17]2=[O:25])=[CH:4][CH:3]=1, predict the reactants needed to synthesize it. (3) The reactants are: [C:1]([O:5][C:6](=[O:15])[C:7]1[CH:12]=[CH:11][C:10]([CH2:13]Br)=[CH:9][CH:8]=1)([CH3:4])([CH3:3])[CH3:2].[CH2:16]([O:18][C:19]([C:21]1[CH:25]=[C:24]([CH2:26][CH2:27][CH3:28])[NH:23][N:22]=1)=[O:20])[CH3:17].C(=O)([O-])[O-].[K+].[K+].[Li+].[Cl-]. Given the product [CH2:16]([O:18][C:19]([C:21]1[CH:25]=[C:24]([CH2:26][CH2:27][CH3:28])[N:23]([CH2:13][C:10]2[CH:11]=[CH:12][C:7]([C:6]([O:5][C:1]([CH3:4])([CH3:3])[CH3:2])=[O:15])=[CH:8][CH:9]=2)[N:22]=1)=[O:20])[CH3:17], predict the reactants needed to synthesize it. (4) Given the product [NH2:1][C:2]1[C:3]([Br:23])=[CH:4][CH:5]=[C:6]2[C:10]=1[NH:9][C:8]([C:11]([NH2:13])=[O:12])=[C:7]2[S:14]([N:17]1[CH2:18][CH2:19][O:20][CH2:21][CH2:22]1)(=[O:16])=[O:15], predict the reactants needed to synthesize it. The reactants are: [NH2:1][C:2]1[CH:3]=[CH:4][CH:5]=[C:6]2[C:10]=1[NH:9][C:8]([C:11]([NH2:13])=[O:12])=[C:7]2[S:14]([N:17]1[CH2:22][CH2:21][O:20][CH2:19][CH2:18]1)(=[O:16])=[O:15].[Br:23]Br. (5) The reactants are: CC1(C)[O:27][C@@H:5]2[C@H:6]3[CH2:14][C:13]4[NH:12][N:11]=[CH:10][C:9]=4[CH2:8][C@:7]3([CH3:26])[C@@H:15]3[C@@H:20]([C@H:4]2[O:3]1)[C@@H:19]1[CH2:21][CH2:22][C:23](=[CH2:24])[C@@:18]1([CH3:25])[CH2:17][CH2:16]3.CC(O)=O. Given the product [CH3:26][C@@:7]12[C@@H:15]3[C@H:20]([C@@H:19]4[CH2:21][CH2:22][C:23](=[CH2:24])[C@@:18]4([CH3:25])[CH2:17][CH2:16]3)[C@@H:4]([OH:3])[C@H:5]([OH:27])[C@H:6]1[CH2:14][C:13]1[NH:12][N:11]=[CH:10][C:9]=1[CH2:8]2, predict the reactants needed to synthesize it. (6) Given the product [Cl:4][C:5]1[CH:10]=[CH:9][C:8]([C:11]2[CH:16]=[CH:15][C:14]([NH:17][C:18](=[O:29])[CH2:19][CH2:20][C:21]3[CH:26]=[CH:25][C:24]([CH:27]=[O:2])=[CH:23][CH:22]=3)=[CH:13][CH:12]=2)=[CH:7][CH:6]=1, predict the reactants needed to synthesize it. The reactants are: C(O)=[O:2].[Cl:4][C:5]1[CH:10]=[CH:9][C:8]([C:11]2[CH:16]=[CH:15][C:14]([NH:17][C:18](=[O:29])[CH2:19][CH2:20][C:21]3[CH:26]=[CH:25][C:24]([C:27]#N)=[CH:23][CH:22]=3)=[CH:13][CH:12]=2)=[CH:7][CH:6]=1. (7) Given the product [Cl:1][C:2]1[CH:3]=[C:4]2[C:10]([C:11]3[N:16]=[C:15]([NH:17][CH:18]4[CH2:23][CH2:22][CH2:21][CH:20]([C:24]([NH:26][CH2:27][CH3:28])=[O:25])[CH:19]4[OH:29])[C:14]([F:30])=[CH:13][N:12]=3)=[CH:9][NH:8][C:5]2=[N:6][CH:7]=1, predict the reactants needed to synthesize it. The reactants are: [Cl:1][C:2]1[CH:3]=[C:4]2[C:10]([C:11]3[N:16]=[C:15]([NH:17][CH:18]4[CH2:23][CH2:22][CH2:21][CH:20]([C:24]([NH:26][CH2:27][CH3:28])=[O:25])[CH:19]4[OH:29])[C:14]([F:30])=[CH:13][N:12]=3)=[CH:9][N:8](S(C3C=CC(C)=CC=3)(=O)=O)[C:5]2=[N:6][CH:7]=1.C[O-].[Na+]. (8) Given the product [CH2:1]([O:8][C:9]1[CH:14]=[C:13]([O:15][CH2:16][C:17]2[CH:22]=[CH:21][CH:20]=[CH:19][CH:18]=2)[C:12]([C:23]([CH3:25])=[CH2:24])=[CH:11][C:10]=1[C:26]([N:28]1[CH2:36][C:35]2[C:30](=[CH:31][CH:32]=[CH:33][C:34]=2[O:37][CH2:39][CH2:40][CH2:41][N:42]2[CH2:47][CH2:46][O:45][CH2:44][CH2:43]2)[CH2:29]1)=[O:27])[C:2]1[CH:7]=[CH:6][CH:5]=[CH:4][CH:3]=1, predict the reactants needed to synthesize it. The reactants are: [CH2:1]([O:8][C:9]1[CH:14]=[C:13]([O:15][CH2:16][C:17]2[CH:22]=[CH:21][CH:20]=[CH:19][CH:18]=2)[C:12]([C:23]([CH3:25])=[CH2:24])=[CH:11][C:10]=1[C:26]([N:28]1[CH2:36][C:35]2[C:30](=[CH:31][CH:32]=[CH:33][C:34]=2[OH:37])[CH2:29]1)=[O:27])[C:2]1[CH:7]=[CH:6][CH:5]=[CH:4][CH:3]=1.Cl[CH2:39][CH2:40][CH2:41][N:42]1[CH2:47][CH2:46][O:45][CH2:44][CH2:43]1.C(=O)([O-])[O-].[Cs+].[Cs+]. (9) Given the product [CH:1]([C@H:14]1[O:19][CH2:18][C@@H:17]([NH:20][CH2:25][C:24]2[CH:27]=[CH:28][C:29]([Cl:30])=[C:22]([Cl:21])[CH:23]=2)[CH2:16][CH2:15]1)([C:8]1[CH:13]=[CH:12][CH:11]=[CH:10][CH:9]=1)[C:2]1[CH:3]=[CH:4][CH:5]=[CH:6][CH:7]=1, predict the reactants needed to synthesize it. The reactants are: [CH:1]([C@H:14]1[O:19][CH2:18][C@@H:17]([NH2:20])[CH2:16][CH2:15]1)([C:8]1[CH:13]=[CH:12][CH:11]=[CH:10][CH:9]=1)[C:2]1[CH:7]=[CH:6][CH:5]=[CH:4][CH:3]=1.[Cl:21][C:22]1[CH:23]=[C:24]([CH:27]=[CH:28][C:29]=1[Cl:30])[CH:25]=O.C(O)(=O)C.[BH3-]C#N.[Na+].